Task: Predict the reactants needed to synthesize the given product.. Dataset: Full USPTO retrosynthesis dataset with 1.9M reactions from patents (1976-2016) The reactants are: C(O)(=O)C.N1C=[CH:9][CH:8]=[CH:7][CH:6]=1.[ClH:11].Cl.[NH2:13][CH2:14][C:15]1[CH:16]=[CH:17][C:18]([N:21]2[C:25](=[O:26])[C:24]([C:27]3[CH:28]=[N:29][CH:30]=[CH:31][CH:32]=3)=[CH:23][NH:22]2)=[N:19][CH:20]=1.COC1CCC(OC)O1. Given the product [ClH:11].[N:29]1[CH:30]=[CH:31][CH:32]=[C:27]([C:24]2[C:25](=[O:26])[N:21]([C:18]3[CH:17]=[CH:16][C:15]([CH2:14][N:13]4[CH:9]=[CH:8][CH:7]=[CH:6]4)=[CH:20][N:19]=3)[NH:22][CH:23]=2)[CH:28]=1, predict the reactants needed to synthesize it.